The task is: Predict the reaction yield, written as a fraction of the theoretical maximum amount of product (1.0 means a 100% yield; for example, 0.34 means a 34% yield).. This data is from Reaction yield outcomes from USPTO patents with 853,638 reactions. (1) The reactants are Cl[CH2:2][C:3]1[CH:28]=[CH:27][C:6]([C:7]([NH:9][C:10]2[S:11][C:12]3[C:18]([N:19]4[CH2:24][CH2:23][O:22][CH2:21][CH2:20]4)=[CH:17][CH:16]=[C:15]([O:25][CH3:26])[C:13]=3[N:14]=2)=[O:8])=[CH:5][CH:4]=1.C([N:36]1[CH2:41][CH2:40][NH:39][CH2:38][CH2:37]1)(OC(C)(C)C)=O.C(=O)([O-])N.C(=O)([O-])[O-].[Na+].[Na+]. The catalyst is FC(F)(F)C(O)=O. The product is [CH3:26][O:25][C:15]1[C:13]2[N:14]=[C:10]([NH:9][C:7](=[O:8])[C:6]3[CH:5]=[CH:4][C:3]([CH2:2][N:36]4[CH2:41][CH2:40][NH:39][CH2:38][CH2:37]4)=[CH:28][CH:27]=3)[S:11][C:12]=2[C:18]([N:19]2[CH2:24][CH2:23][O:22][CH2:21][CH2:20]2)=[CH:17][CH:16]=1. The yield is 0.720. (2) The reactants are [N+]([O-])(O)=O.OS(O)(=O)=O.[CH3:10][C:11]1C=C(C=CC=1)C(O)=O.CC1C([N+]([O-])=O)=C(C([N+]([O-])=O)=CC=1)C(O)=O.[CH3:36][C:37]1[C:38]([N+:49]([O-:51])=[O:50])=[CH:39][C:40]([N+:46]([O-:48])=[O:47])=[C:41]([CH:45]=1)[C:42]([OH:44])=[O:43].O=S(Cl)Cl. The catalyst is CCO. The product is [CH2:10]([O:43][C:42](=[O:44])[C:41]1[CH:45]=[C:37]([CH3:36])[C:38]([N+:49]([O-:51])=[O:50])=[CH:39][C:40]=1[N+:46]([O-:48])=[O:47])[CH3:11]. The yield is 0.200. (3) The reactants are [CH:1](O)=O.C=O.C([BH3-])#N.[Na+].[Cl:10][C:11]1[CH:12]=[C:13]([C:17]2[N:21]=[C:20]([CH:22]3[NH:27][CH2:26][CH2:25][N:24]4[C:28]([C:31]5[CH:36]=[CH:35][C:34]([O:37][CH3:38])=[CH:33][CH:32]=5)=[N:29][N:30]=[C:23]34)[O:19][N:18]=2)[CH:14]=[CH:15][CH:16]=1. The catalyst is CO.O. The product is [Cl:10][C:11]1[CH:12]=[C:13]([C:17]2[N:21]=[C:20]([CH:22]3[N:27]([CH3:1])[CH2:26][CH2:25][N:24]4[C:28]([C:31]5[CH:36]=[CH:35][C:34]([O:37][CH3:38])=[CH:33][CH:32]=5)=[N:29][N:30]=[C:23]34)[O:19][N:18]=2)[CH:14]=[CH:15][CH:16]=1. The yield is 0.770. (4) The reactants are [C:1]1([C:7]2[NH:11][N:10]=[C:9]([C:12]([NH:14][CH2:15][C:16]([OH:18])=O)=[O:13])[CH:8]=2)[CH:6]=[CH:5][CH:4]=[CH:3][CH:2]=1.CCN(C(C)C)C(C)C.C1C=CC2N(O)N=NC=2C=1.CCN=C=NCCCN(C)C.Cl.Cl.Cl.[CH3:52][C:53]1[CH:58]=[C:57]([CH3:59])[CH:56]=[CH:55][C:54]=1[NH:60][CH:61]1[CH2:66][CH2:65][NH:64][CH2:63][CH2:62]1. The catalyst is CN(C=O)C.O. The product is [CH3:52][C:53]1[CH:58]=[C:57]([CH3:59])[CH:56]=[CH:55][C:54]=1[NH:60][CH:61]1[CH2:66][CH2:65][N:64]([C:16](=[O:18])[CH2:15][NH:14][C:12]([C:9]2[CH:8]=[C:7]([C:1]3[CH:2]=[CH:3][CH:4]=[CH:5][CH:6]=3)[NH:11][N:10]=2)=[O:13])[CH2:63][CH2:62]1. The yield is 0.770. (5) The reactants are [F:1][C:2]1[CH:3]=[C:4]([C:10]2[C:14]([C:15]3[CH:20]=[CH:19][CH:18]=[CH:17][CH:16]=3)=[CH:13][S:12][C:11]=2[C:21]([O:23][CH3:24])=[O:22])[CH:5]=[CH:6][C:7]=1[S:8][CH3:9].O.O.O.O.O.O.C(O[O-])(=O)C1C(=CC=CC=1)C([O-])=[O:35].[Mg+2]. The catalyst is ClCCl.CO. The product is [F:1][C:2]1[CH:3]=[C:4]([C:10]2[C:14]([C:15]3[CH:20]=[CH:19][CH:18]=[CH:17][CH:16]=3)=[CH:13][S:12][C:11]=2[C:21]([O:23][CH3:24])=[O:22])[CH:5]=[CH:6][C:7]=1[S:8]([CH3:9])=[O:35]. The yield is 0.810.